Predict the reaction yield, written as a fraction of the theoretical maximum amount of product (1.0 means a 100% yield; for example, 0.34 means a 34% yield). From a dataset of Reaction yield outcomes from USPTO patents with 853,638 reactions. The reactants are [F:1][C:2]1[CH:3]=[CH:4][C:5]([NH:8][NH2:9])=[N:6][CH:7]=1.[CH3:10][N:11]([CH3:15])[C:12](Cl)=[O:13].CCN(C(C)C)C(C)C. The catalyst is C(Cl)Cl. The product is [F:1][C:2]1[CH:3]=[CH:4][C:5]([NH:8][NH:9][C:12]([N:11]([CH3:15])[CH3:10])=[O:13])=[N:6][CH:7]=1. The yield is 0.770.